From a dataset of Full USPTO retrosynthesis dataset with 1.9M reactions from patents (1976-2016). Predict the reactants needed to synthesize the given product. Given the product [CH3:31][O:32][C@@H:3]([CH2:8][N:9]([C:14]1[CH:19]=[CH:18][C:17]([O:20][C:21]2[CH:26]=[CH:25][C:24]([CH3:35])=[CH:23][CH:22]=2)=[CH:16][CH:15]=1)[S:10]([CH3:13])(=[O:12])=[O:11])[C:4]([NH:29][OH:30])=[O:41], predict the reactants needed to synthesize it. The reactants are: CO[C@@H:3]([CH2:8][N:9]([C:14]1[CH:19]=[CH:18][C:17]([O:20][C:21]2[CH:26]=[CH:25][C:24](Cl)=[CH:23][CH:22]=2)=[CH:16][CH:15]=1)[S:10]([CH3:13])(=[O:12])=[O:11])[C:4](OC)=O.Cl.[NH2:29][OH:30].[CH3:31][O-:32].[Na+].Cl.[CH3:35]COC(C)=O.[OH2:41].